Dataset: Reaction yield outcomes from USPTO patents with 853,638 reactions. Task: Predict the reaction yield, written as a fraction of the theoretical maximum amount of product (1.0 means a 100% yield; for example, 0.34 means a 34% yield). (1) The reactants are [CH3:1][O:2][C:3]1[CH:25]=[CH:24][C:6]2[C:7]([C:10]([C:12]3[CH:17]=[C:16]([O:18][CH3:19])[C:15]([O:20][CH3:21])=[C:14]([O:22][CH3:23])[CH:13]=3)=[O:11])=[CH:8][O:9][C:5]=2[C:4]=1[N+:26]([O-])=O.C([O-])=O.[NH4+].COCCOC. The catalyst is [Pd].CO. The product is [NH2:26][C:4]1[C:5]2[O:9][CH:8]=[C:7]([C:10]([C:12]3[CH:13]=[C:14]([O:22][CH3:23])[C:15]([O:20][CH3:21])=[C:16]([O:18][CH3:19])[CH:17]=3)=[O:11])[C:6]=2[CH:24]=[CH:25][C:3]=1[O:2][CH3:1]. The yield is 0.550. (2) The reactants are [C:1]([S:4][C@@H:5]1[CH2:22][CH2:21][C@@:20]2([CH3:23])[CH:7]([C:8](=O)[CH2:9][C@@H:10]3[C@@H:19]2[CH2:18][CH2:17][C@@:15]2([CH3:16])[C@H:11]3[CH2:12][CH2:13][C:14]2=[O:24])[CH2:6]1)(=[O:3])[CH3:2].[CH2:26]1COCC1. The catalyst is [Br-].C[P+](C1C=CC=CC=1)(C1C=CC=CC=1)C1C=CC=CC=1. The product is [C:1]([S:4][C@@H:5]1[CH2:22][CH2:21][C@@:20]2([CH3:23])[CH:7]([C:8](=[CH2:26])[CH2:9][C@@H:10]3[C@@H:19]2[CH2:18][CH2:17][C@@:15]2([CH3:16])[C@H:11]3[CH2:12][CH2:13][C:14]2=[O:24])[CH2:6]1)(=[O:3])[CH3:2].[SH:4][C@@H:5]1[CH2:22][CH2:21][C@@:20]2([CH3:23])[CH:7]([C:8](=[CH2:26])[CH2:9][C@@H:10]3[C@@H:19]2[CH2:18][CH2:17][C@@:15]2([CH3:16])[C@H:11]3[CH2:12][CH2:13][C:14]2=[O:24])[CH2:6]1. The yield is 0.350.